Dataset: Reaction yield outcomes from USPTO patents with 853,638 reactions. Task: Predict the reaction yield, written as a fraction of the theoretical maximum amount of product (1.0 means a 100% yield; for example, 0.34 means a 34% yield). The reactants are [CH2:1]([S:5](Cl)(=[O:7])=[O:6])[CH2:2][CH2:3][CH3:4].[C:9]1([O:19][CH3:20])[C:10](=[CH:12][CH:13]=[C:14]([CH:18]=1)[CH2:15][CH:16]=[CH2:17])[OH:11].C(N(CC)CC)C.O. The catalyst is ClCCl. The product is [CH2:1]([S:5]([O:11][C:10]1[CH:12]=[CH:13][C:14]([CH2:15][CH:16]=[CH2:17])=[CH:18][C:9]=1[O:19][CH3:20])(=[O:7])=[O:6])[CH2:2][CH2:3][CH3:4]. The yield is 0.740.